From a dataset of Full USPTO retrosynthesis dataset with 1.9M reactions from patents (1976-2016). Predict the reactants needed to synthesize the given product. (1) Given the product [CH2:1]([O:3][C:4](=[O:5])[CH2:6][CH:7]1[O:11][B:10]([OH:12])[C:9]2[CH:13]=[C:14]([O:18][C:19]3[S:20][C:21]([NH:46][C:49]([O:55][C:52]([CH3:54])([CH3:53])[CH3:51])=[O:34])=[CH:22][N:23]=3)[CH:15]=[C:16]([CH3:17])[C:8]1=2)[CH3:2], predict the reactants needed to synthesize it. The reactants are: [CH2:1]([O:3][C:4]([CH2:6][CH:7]1[O:11][B:10]([OH:12])[C:9]2[CH:13]=[C:14]([O:18][C:19]3[S:20][C:21](C(O)=O)=[CH:22][N:23]=3)[CH:15]=[C:16]([CH3:17])[C:8]1=2)=[O:5])[CH3:2].C1(P(N=[N+]=[N-])(C2C=CC=CC=2)=[O:34])C=CC=CC=1.C([N:46]([CH2:49]C)CC)C.[CH3:51][C:52]([OH:55])([CH3:54])[CH3:53]. (2) Given the product [CH3:7][N:6]1[C:2]([C:21]2[CH:22]=[CH:23][C:18]([C:17]([F:28])([F:27])[F:16])=[CH:19][CH:20]=2)=[C:3]([C:8]2[CH:13]=[C:12]([C:14]#[N:15])[CH:11]=[CH:10][N:9]=2)[N:4]=[CH:5]1, predict the reactants needed to synthesize it. The reactants are: Br[C:2]1[N:6]([CH3:7])[CH:5]=[N:4][C:3]=1[C:8]1[CH:13]=[C:12]([C:14]#[N:15])[CH:11]=[CH:10][N:9]=1.[F:16][C:17]([F:28])([F:27])[C:18]1[CH:23]=[CH:22][C:21](B(O)O)=[CH:20][CH:19]=1. (3) Given the product [CH2:22]([O:21][C:19](=[O:20])[CH2:18][N:10]1[CH:9]=[C:8]([C:5]2[CH:4]=[CH:3][C:2]([Br:1])=[CH:7][CH:6]=2)[N:12]([CH:13]2[CH2:14][CH2:15]2)[C:11]1=[O:16])[CH3:23], predict the reactants needed to synthesize it. The reactants are: [Br:1][C:2]1[CH:7]=[CH:6][C:5]([C:8]2[N:12]([CH:13]3[CH2:15][CH2:14]3)[C:11](=[O:16])[NH:10][CH:9]=2)=[CH:4][CH:3]=1.Cl[CH2:18][C:19]([O:21][CH2:22][CH3:23])=[O:20].C(=O)([O-])[O-].[K+].[K+]. (4) Given the product [CH3:8][C:5]1[CH:6]=[CH:7][C:2]([N:23]2[CH2:28][CH2:27][O:26][CH2:25][CH2:24]2)=[C:3]([CH2:9][N:10]2[CH2:15][CH2:14][N:13]([C:16]([O:18][C:19]([CH3:22])([CH3:21])[CH3:20])=[O:17])[CH2:12][CH2:11]2)[CH:4]=1, predict the reactants needed to synthesize it. The reactants are: Br[C:2]1[CH:7]=[CH:6][C:5]([CH3:8])=[CH:4][C:3]=1[CH2:9][N:10]1[CH2:15][CH2:14][N:13]([C:16]([O:18][C:19]([CH3:22])([CH3:21])[CH3:20])=[O:17])[CH2:12][CH2:11]1.[NH:23]1[CH2:28][CH2:27][O:26][CH2:25][CH2:24]1.C1C=CC(P(C2C(C3C(P(C4C=CC=CC=4)C4C=CC=CC=4)=CC=C4C=3C=CC=C4)=C3C(C=CC=C3)=CC=2)C2C=CC=CC=2)=CC=1.C(O[Na])(C)(C)C. (5) Given the product [CH3:1][C:2]1([CH3:12])[CH2:8][CH2:7][CH2:6][CH2:5][O:4][C:3]1=[O:9], predict the reactants needed to synthesize it. The reactants are: [CH3:1][CH:2]1[CH2:8][CH2:7][CH2:6][CH2:5][O:4][C:3]1=[O:9].[H-].[Li+].[CH3:12]I.